Task: Predict the product of the given reaction.. Dataset: Forward reaction prediction with 1.9M reactions from USPTO patents (1976-2016) Given the reactants [Cl:1][C:2]1[C:7]([Cl:8])=[C:6](I)[CH:5]=[CH:4][N:3]=1.CC[N:12]([CH:16]([CH3:18])C)[CH:13]([CH3:15])C.[C:19]([O-:22])(O)=O.[Na+].[CH3:24][C:25]#N, predict the reaction product. The product is: [Cl:1][C:2]1[C:7]([Cl:8])=[C:6]([N:12]2[CH2:13][CH2:15][C:7]3([C:6]4[CH:5]=[CH:4][CH:25]=[CH:24][C:19]=4[O:22][CH2:2]3)[CH2:18][CH2:16]2)[CH:5]=[CH:4][N:3]=1.